This data is from Reaction yield outcomes from USPTO patents with 853,638 reactions. The task is: Predict the reaction yield, written as a fraction of the theoretical maximum amount of product (1.0 means a 100% yield; for example, 0.34 means a 34% yield). (1) No catalyst specified. The product is [F:34][C:33]([F:36])([F:35])[C:40]([O-:41])=[O:17].[F:1][C:2]1[CH:7]=[CH:6][CH:5]=[CH:4][C:3]=1[C:8]1[CH:9]=[C:10]2[CH:15]=[CH:14][N:13]([CH2:20][C:21]3[O:25][N:24]=[C:23]([C:26]4[CH:31]=[CH:30][C:29]([F:32])=[CH:28][C:27]=4[C:33]([F:36])([F:34])[F:35])[CH:22]=3)[CH:12]=[C:11]2[NH+:16]=1. The yield is 0.810. The reactants are [F:1][C:2]1[CH:7]=[CH:6][CH:5]=[CH:4][C:3]=1[C:8]1[NH:16][C:11]2=[CH:12][N:13]=[CH:14][CH:15]=[C:10]2[CH:9]=1.[OH-:17].[Na+].Cl[CH2:20][C:21]1[O:25][N:24]=[C:23]([C:26]2[CH:31]=[CH:30][C:29]([F:32])=[CH:28][C:27]=2[C:33]([F:36])([F:35])[F:34])[CH:22]=1.CN([CH:40]=[O:41])C. (2) The reactants are [NH2:1][C@@:2]([C:6]1[CH:7]=[C:8]2[C:13](=[CH:14][CH:15]=1)[N:12]=[C:11]([O:16][CH:17]1[CH2:22][CH2:21][CH:20]([C:23]([CH3:26])([CH3:25])[CH3:24])[CH2:19][CH2:18]1)[CH:10]=[CH:9]2)([CH3:5])[CH2:3][OH:4].C(Cl)(Cl)Cl.C(=O)(O)[O-].[Na+].[C:36]([O:40][C:41](O[C:41]([O:40][C:36]([CH3:39])([CH3:38])[CH3:37])=[O:42])=[O:42])([CH3:39])([CH3:38])[CH3:37]. No catalyst specified. The product is [C:23]([C@H:20]1[CH2:19][CH2:18][C@H:17]([O:16][C:11]2[CH:10]=[CH:9][C:8]3[C:13](=[CH:14][CH:15]=[C:6]([C@:2]([NH:1][C:41](=[O:42])[O:40][C:36]([CH3:39])([CH3:38])[CH3:37])([CH3:5])[CH2:3][OH:4])[CH:7]=3)[N:12]=2)[CH2:22][CH2:21]1)([CH3:26])([CH3:25])[CH3:24]. The yield is 1.00. (3) The reactants are Br[C:2]1[N:7]=[C:6]2[S:8][C:9]([N:11]=[C:12](SC)SC)=[N:10][C:5]2=[N:4][CH:3]=1.Cl.Cl.[NH2:19][CH2:20][C@@:21]1([OH:29])[CH:26]2[CH2:27][CH2:28][N:23]([CH2:24][CH2:25]2)[CH2:22]1.C(=O)([O-])[O-].[Cs+].[Cs+].[CH3:36][S-:37].[Na+]. The catalyst is CN(C=O)C.O. The product is [CH3:36][S:37][C:2]1[N:7]=[C:6]2[S:8][C:9]([NH:11][C:12]3[O:29][C@:21]4([CH2:20][N:19]=3)[CH:26]3[CH2:25][CH2:24][N:23]([CH2:28][CH2:27]3)[CH2:22]4)=[N:10][C:5]2=[N:4][CH:3]=1. The yield is 0.460. (4) The reactants are [N:1]1([C:7]2[C:8]3[NH:23][CH:22]=[CH:21][C:9]=3[N:10]=[C:11]([C:13]3[CH:14]=[C:15]([CH2:19][OH:20])[CH:16]=[CH:17][CH:18]=3)[N:12]=2)[CH2:6][CH2:5][O:4][CH2:3][CH2:2]1.N1C=CN=C1.[Si:29](Cl)([C:32]([CH3:35])([CH3:34])[CH3:33])([CH3:31])[CH3:30].O. The catalyst is CN(C=O)C. The product is [Si:29]([O:20][CH2:19][C:15]1[CH:14]=[C:13]([C:11]2[N:12]=[C:7]([N:1]3[CH2:6][CH2:5][O:4][CH2:3][CH2:2]3)[C:8]3[NH:23][CH:22]=[CH:21][C:9]=3[N:10]=2)[CH:18]=[CH:17][CH:16]=1)([C:32]([CH3:35])([CH3:34])[CH3:33])([CH3:31])[CH3:30]. The yield is 0.970.